Dataset: Full USPTO retrosynthesis dataset with 1.9M reactions from patents (1976-2016). Task: Predict the reactants needed to synthesize the given product. (1) Given the product [Cl:7][C:8]1[N:9]=[CH:10][C:11]([C:14]([OH:15])=[O:1])=[N:12][CH:13]=1, predict the reactants needed to synthesize it. The reactants are: [O-:1][Mn](=O)(=O)=O.[K+].[Cl:7][C:8]1[CH:13]=[N:12][C:11]([C:14]2[O:15]C=CC=2)=[CH:10][N:9]=1. (2) Given the product [Cl:1][C:2]1[CH:3]=[C:4]([CH:26]=[CH:27][C:28]=1[Cl:29])[CH2:5][N:6]1[CH2:11][CH2:10][O:9][CH:8]([CH2:12][NH:13][C:14]([NH:33][CH2:30][C:31]#[CH:32])=[O:25])[CH2:7]1, predict the reactants needed to synthesize it. The reactants are: [Cl:1][C:2]1[CH:3]=[C:4]([CH:26]=[CH:27][C:28]=1[Cl:29])[CH2:5][N:6]1[CH2:11][CH2:10][O:9][CH:8]([CH2:12][NH:13][C:14](=[O:25])OC2C=CC([N+]([O-])=O)=CC=2)[CH2:7]1.[CH2:30]([NH2:33])[C:31]#[CH:32].ClCCl.